This data is from Full USPTO retrosynthesis dataset with 1.9M reactions from patents (1976-2016). The task is: Predict the reactants needed to synthesize the given product. (1) The reactants are: Cl.[N+:2]([C:5]1[CH:6]=[C:7]([CH:10]=[CH:11][CH:12]=1)[CH2:8][NH2:9])([O-:4])=[O:3].C(N(CC)CC)C.[C:20]1([N:26]=[C:27]=[O:28])[CH:25]=[CH:24][CH:23]=[CH:22][CH:21]=1. Given the product [N+:2]([C:5]1[CH:6]=[C:7]([CH:10]=[CH:11][CH:12]=1)[CH2:8][NH:9][C:27]([NH:26][C:20]1[CH:25]=[CH:24][CH:23]=[CH:22][CH:21]=1)=[O:28])([O-:4])=[O:3], predict the reactants needed to synthesize it. (2) The reactants are: [Si](O[CH2:9][C@H:10]([CH2:26][CH2:27][O:28]S(C)(=O)=O)[CH2:11][C@H:12]1[CH2:16][O:15][C:14]([CH3:18])([CH3:17])[N:13]1[C:19]([O:21][C:22]([CH3:25])([CH3:24])[CH3:23])=[O:20])(C(C)(C)C)(C)C.CCN(CC)CC.C(O)=O. Given the product [CH3:18][C:14]1([CH3:17])[N:13]([C:19]([O:21][C:22]([CH3:23])([CH3:24])[CH3:25])=[O:20])[C@@H:12]([CH2:11][C@H:10]2[CH2:26][CH2:27][O:28][CH2:9]2)[CH2:16][O:15]1, predict the reactants needed to synthesize it.